From a dataset of Forward reaction prediction with 1.9M reactions from USPTO patents (1976-2016). Predict the product of the given reaction. Given the reactants [CH:1]([C:4]1[C:5]([O:16][CH2:17][CH3:18])=[C:6](B(O)O)[CH:7]=[C:8]([CH:10]([CH3:12])[CH3:11])[CH:9]=1)([CH3:3])[CH3:2].[C:19]([C:22]1[S:26][C:25]2[CH:27]=[CH:28][CH:29]=[C:30](I)[C:24]=2[CH:23]=1)(=[O:21])[CH3:20].C(=O)([O-])[O-].[Na+].[Na+].O, predict the reaction product. The product is: [C:19]([C:22]1[S:26][C:25]2[CH:27]=[CH:28][CH:29]=[C:30]([C:6]3[CH:7]=[C:8]([CH:10]([CH3:12])[CH3:11])[CH:9]=[C:4]([CH:1]([CH3:3])[CH3:2])[C:5]=3[O:16][CH2:17][CH3:18])[C:24]=2[CH:23]=1)(=[O:21])[CH3:20].